This data is from Catalyst prediction with 721,799 reactions and 888 catalyst types from USPTO. The task is: Predict which catalyst facilitates the given reaction. (1) Reactant: [NH:1]1[CH2:6][CH2:5][O:4][CH2:3][CH2:2]1.Br[CH2:8][C:9]1[CH:13]=[C:12]([C:14]2[CH:19]=[CH:18][C:17]([C:20]([C:25]3[CH:30]=[CH:29][C:28]([O:31][CH2:32][C:33]4[CH:38]=[CH:37][CH:36]=[CH:35][N:34]=4)=[CH:27][N:26]=3)([CH3:24])[CH:21]([CH3:23])[CH3:22])=[CH:16][CH:15]=2)[O:11][N:10]=1.C(=O)([O-])[O-].[Cs+].[Cs+]. Product: [CH3:24][C:20]([C:17]1[CH:16]=[CH:15][C:14]([C:12]2[O:11][N:10]=[C:9]([CH2:8][N:1]3[CH2:6][CH2:5][O:4][CH2:3][CH2:2]3)[CH:13]=2)=[CH:19][CH:18]=1)([C:25]1[CH:30]=[CH:29][C:28]([O:31][CH2:32][C:33]2[CH:38]=[CH:37][CH:36]=[CH:35][N:34]=2)=[CH:27][N:26]=1)[CH:21]([CH3:23])[CH3:22]. The catalyst class is: 3. (2) Reactant: [CH2:1]([O:8][C:9](=[O:39])[NH:10][CH2:11][CH2:12][NH:13][C:14](=[O:38])[C@@H:15]([NH:30]C(OC(C)(C)C)=O)[CH2:16][CH2:17][CH2:18][NH:19][C:20]([O:22]CC1C=CC=CC=1)=[O:21])[C:2]1[CH:7]=[CH:6][CH:5]=[CH:4][CH:3]=1.[ClH:40]. Product: [ClH:40].[CH2:1]([N:19]([CH2:18][CH2:17][CH2:16][C@H:15]([NH2:30])[C:14]([NH:13][CH2:12][CH2:11][NH:10][C:9]([O:8][CH2:1][C:2]1[CH:3]=[CH:4][CH:5]=[CH:6][CH:7]=1)=[O:39])=[O:38])[C:20](=[O:21])[OH:22])[C:2]1[CH:7]=[CH:6][CH:5]=[CH:4][CH:3]=1. The catalyst class is: 12. (3) Reactant: C(O)(C)C.[CH3:5][C:6]1[CH:7]=[CH:8][C:9]([NH:25][C:26]([C:28]2[CH:29]=[CH:30][C:31]([CH2:34][N:35]3[CH2:40][CH2:39][N:38]([CH3:41])[CH2:37][CH2:36]3)=[CH:32][CH:33]=2)=[O:27])=[CH:10][C:11]=1[NH:12][C:13]1[N:14]=[CH:15][CH:16]=[C:17]([C:19]2[CH:20]=[CH:21][CH:22]=[N:23][CH:24]=2)[N:18]=1.[CH3:42][S:43]([OH:46])(=[O:45])=[O:44]. Product: [CH3:5][C:6]1[CH:7]=[CH:8][C:9]([NH:25][C:26]([C:28]2[CH:33]=[CH:32][C:31]([CH2:34][N:35]3[CH2:36][CH2:37][N:38]([CH3:41])[CH2:39][CH2:40]3)=[CH:30][CH:29]=2)=[O:27])=[CH:10][C:11]=1[NH:12][C:13]1[N:14]=[CH:15][CH:16]=[C:17]([C:19]2[CH:20]=[CH:21][CH:22]=[N:23][CH:24]=2)[N:18]=1.[CH3:42][S:43]([OH:46])(=[O:45])=[O:44]. The catalyst class is: 6. (4) Reactant: FC(F)(F)C(O)=O.[CH2:8]1[CH:12]2[CH2:13][C:14](=[O:16])[CH2:15][CH:11]2[CH2:10][NH:9]1.[OH:17][CH2:18][C:19](O)=[O:20].Cl.C(N=C=NCCCN(C)C)C.C(N(CC)CC)C. Product: [OH:20][CH2:19][C:18]([N:9]1[CH2:10][CH:11]2[CH2:15][C:14](=[O:16])[CH2:13][CH:12]2[CH2:8]1)=[O:17]. The catalyst class is: 10. (5) Reactant: Cl[C:2]1[N:7]=[C:6]([N:8]2[CH2:13][CH2:12][O:11][CH2:10][CH2:9]2)[N:5]=[C:4]([N:14]2[CH2:19][CH2:18][O:17][CH2:16][CH2:15]2)[N:3]=1.CC1(C)C(C)(C)OB([C:28]2[C:29]([C:35]([F:38])([F:37])[F:36])=[CH:30][C:31]([NH2:34])=[N:32][CH:33]=2)O1. Product: [O:17]1[CH2:18][CH2:19][N:14]([C:4]2[N:5]=[C:6]([N:8]3[CH2:13][CH2:12][O:11][CH2:10][CH2:9]3)[N:7]=[C:2]([C:28]3[C:29]([C:35]([F:38])([F:37])[F:36])=[CH:30][C:31]([NH2:34])=[N:32][CH:33]=3)[N:3]=2)[CH2:15][CH2:16]1. The catalyst class is: 98.